This data is from Reaction yield outcomes from USPTO patents with 853,638 reactions. The task is: Predict the reaction yield, written as a fraction of the theoretical maximum amount of product (1.0 means a 100% yield; for example, 0.34 means a 34% yield). (1) The reactants are [OH-:1].[Na+].[NH2:3][C:4]1[N:11]=[C:10]([C:12]2[O:13][CH:14]=[CH:15][CH:16]=2)[C:9]([C:17]2[CH:22]=[CH:21][C:20](=[O:23])[N:19]([CH2:24][CH3:25])[CH:18]=2)=[CH:8]C=1C#N.Cl.[CH2:27]([OH:29])[CH3:28]. No catalyst specified. The product is [NH2:3][C:4]1[N:11]=[C:10]([C:12]2[O:13][CH:14]=[CH:15][CH:16]=2)[C:9]([C:17]2[CH:22]=[CH:21][C:20](=[O:23])[N:19]([CH2:24][CH3:25])[CH:18]=2)=[CH:8][C:28]=1[C:27]([OH:1])=[O:29]. The yield is 0.980. (2) The reactants are CS(O[CH2:6][C@H:7]1[CH2:18][CH2:17][C:16]2[S:15][C:14]3[N:13]=[CH:12][N:11]=[C:10]([O:19][CH:20]4[CH2:25][CH2:24][CH:23]([N:26]([CH3:34])[C:27](=[O:33])[O:28][C:29]([CH3:32])([CH3:31])[CH3:30])[CH2:22][CH2:21]4)[C:9]=3[C:8]1=2)(=O)=O.[C-:35]#[N:36].[Na+]. The catalyst is CS(C)=O.CN(C)C1C=CN=CC=1. The product is [C:35]([CH2:6][C@H:7]1[CH2:18][CH2:17][C:16]2[S:15][C:14]3[N:13]=[CH:12][N:11]=[C:10]([O:19][CH:20]4[CH2:21][CH2:22][CH:23]([N:26]([CH3:34])[C:27](=[O:33])[O:28][C:29]([CH3:30])([CH3:31])[CH3:32])[CH2:24][CH2:25]4)[C:9]=3[C:8]1=2)#[N:36]. The yield is 0.910. (3) The reactants are [Cl:1][C:2]1[CH:3]=[C:4]([NH:10][N:11]=[C:12]([C:15]#[N:16])[C:13]#[N:14])[CH:5]=[CH:6][C:7]=1OC.Cl[C:18]1C=C(C=CC=1N)OC.C(#N)CC#N.[OH2:32].[NH2:33][NH2:34]. No catalyst specified. The product is [NH2:14][C:13]1[C:12](=[N:11][NH:10][C:4]2[CH:5]=[CH:6][C:7]([O:32][CH3:18])=[C:2]([Cl:1])[CH:3]=2)[C:15]([NH2:16])=[N:34][N:33]=1. The yield is 0.700. (4) The reactants are [CH3:1][C:2]1[C:6]([CH2:7][N:8]2[CH:12]=[C:11]([N:13]3[C:17](=[O:18])[CH2:16][NH:15][C:14]3=[O:19])[CH:10]=[N:9]2)=[C:5]([CH3:20])[O:4][N:3]=1.Br[CH2:22][C:23]1[CH:28]=[CH:27][CH:26]=[CH:25][C:24]=1[F:29]. No catalyst specified. The product is [CH3:1][C:2]1[C:6]([CH2:7][N:8]2[CH:12]=[C:11]([N:13]3[C:17](=[O:18])[CH2:16][N:15]([CH2:22][C:23]4[CH:28]=[CH:27][CH:26]=[CH:25][C:24]=4[F:29])[C:14]3=[O:19])[CH:10]=[N:9]2)=[C:5]([CH3:20])[O:4][N:3]=1. The yield is 0.420. (5) The reactants are [CH2:1]([O:8][CH2:9][C:10]([OH:12])=O)[C:2]1[CH:7]=[CH:6][CH:5]=[CH:4][CH:3]=1.C(N1C=CN=C1)(N1C=CN=C1)=O.[Cl:25][C:26]1[CH:31]=[CH:30][C:29]([S:32]([N:35]([CH2:44][C:45]2[CH:54]=[CH:53][C:48]([C:49]([NH:51]O)=[NH:50])=[CH:47][CH:46]=2)[CH:36]2[CH2:42][CH2:41][CH2:40][CH2:39][NH:38][C:37]2=[O:43])(=[O:34])=[O:33])=[CH:28][CH:27]=1.O. The catalyst is CN(C)C=O. The product is [CH2:1]([O:8][CH2:9][C:10]1[O:12][N:50]=[C:49]([C:48]2[CH:53]=[CH:54][C:45]([CH2:44][N:35]([CH:36]3[CH2:42][CH2:41][CH2:40][CH2:39][NH:38][C:37]3=[O:43])[S:32]([C:29]3[CH:28]=[CH:27][C:26]([Cl:25])=[CH:31][CH:30]=3)(=[O:34])=[O:33])=[CH:46][CH:47]=2)[N:51]=1)[C:2]1[CH:3]=[CH:4][CH:5]=[CH:6][CH:7]=1. The yield is 0.870. (6) The reactants are [CH2:1]([NH:8]CCC1C2C(=CC=C(F)C=2OC)N(C)C=1)C1C=CC=CC=1.[F:24][C:25]1[CH:26]=[C:27]([C:40]2[CH:45]=[CH:44][CH:43]=[CH:42][CH:41]=2)[C:28]([O:38][CH3:39])=[C:29]2[C:33]=1[N:32]([CH3:34])[CH:31]=[C:30]2[CH2:35][CH2:36]O. No catalyst specified. The product is [F:24][C:25]1[CH:26]=[C:27]([C:40]2[CH:45]=[CH:44][CH:43]=[CH:42][CH:41]=2)[C:28]([O:38][CH3:39])=[C:29]2[C:33]=1[N:32]([CH3:34])[CH:31]=[C:30]2[CH2:35][CH2:36][NH:8][CH3:1]. The yield is 0.470. (7) The reactants are [F:1][C:2]([F:38])([F:37])[C:3]1[CH:4]=[C:5]([C@H:13]([O:15][C@@H:16]2[C@@H:23]([C:24]3[CH:29]=[CH:28][C:27]([F:30])=[CH:26][CH:25]=3)[C@H:22]3[N:18]([C:19](=[O:36])[C:20]([CH3:35])([C:31]([O:33]C)=[O:32])[CH2:21]3)[CH2:17]2)[CH3:14])[CH:6]=[C:7]([C:9]([F:12])([F:11])[F:10])[CH:8]=1.[OH-].[Li+]. The catalyst is C1COCC1.O.CO. The product is [F:38][C:2]([F:1])([F:37])[C:3]1[CH:4]=[C:5]([C@H:13]([O:15][C@@H:16]2[C@@H:23]([C:24]3[CH:29]=[CH:28][C:27]([F:30])=[CH:26][CH:25]=3)[C@H:22]3[N:18]([C:19](=[O:36])[C:20]([CH3:35])([C:31]([OH:33])=[O:32])[CH2:21]3)[CH2:17]2)[CH3:14])[CH:6]=[C:7]([C:9]([F:11])([F:12])[F:10])[CH:8]=1. The yield is 0.990.